From a dataset of Forward reaction prediction with 1.9M reactions from USPTO patents (1976-2016). Predict the product of the given reaction. (1) Given the reactants [C:1]([O:5][C:6]([NH:8][C@@H:9]([CH3:21])[CH2:10][O:11][C:12]1[CH:16]=[C:15]([C:17]([O:19][CH3:20])=[O:18])[NH:14][N:13]=1)=[O:7])([CH3:4])([CH3:3])[CH3:2].Br[CH2:23][C:24]1[CH:29]=[CH:28][CH:27]=[CH:26][CH:25]=1, predict the reaction product. The product is: [CH2:23]([N:14]1[C:15]([C:17]([O:19][CH3:20])=[O:18])=[CH:16][C:12]([O:11][CH2:10][C@@H:9]([NH:8][C:6]([O:5][C:1]([CH3:4])([CH3:3])[CH3:2])=[O:7])[CH3:21])=[N:13]1)[C:24]1[CH:29]=[CH:28][CH:27]=[CH:26][CH:25]=1. (2) Given the reactants Cl[C:2]1[C:7]([NH2:8])=[C:6]([Cl:9])[N:5]=[CH:4][N:3]=1.[CH:10]1([NH2:13])[CH2:12][CH2:11]1, predict the reaction product. The product is: [Cl:9][C:6]1[N:5]=[CH:4][N:3]=[C:2]([NH:13][CH:10]2[CH2:12][CH2:11]2)[C:7]=1[NH2:8].